This data is from Catalyst prediction with 721,799 reactions and 888 catalyst types from USPTO. The task is: Predict which catalyst facilitates the given reaction. (1) Reactant: [CH3:1][O:2][C:3]1[CH:15]=[CH:14][C:6]([NH:7][C:8]2[CH:13]=[CH:12][CH:11]=[CH:10][N:9]=2)=[C:5]([NH2:16])[CH:4]=1.[CH3:17][CH:18]([CH3:24])/[CH:19]=[CH:20]/[C:21](Cl)=O.N1C=CC=CC=1N1C2C=CC=CC=2N=C1/C=C/C1C=CC=CC=1.[C:48]([OH:53])(=[O:52])[C:49]([OH:51])=[O:50]. Product: [C:48]([OH:53])(=[O:52])[C:49]([OH:51])=[O:50].[CH3:17][CH:18]([CH3:24])/[CH:19]=[CH:20]/[C:21]1[N:7]([C:8]2[CH:13]=[CH:12][CH:11]=[CH:10][N:9]=2)[C:6]2[CH:14]=[CH:15][C:3]([O:2][CH3:1])=[CH:4][C:5]=2[N:16]=1. The catalyst class is: 13. (2) Reactant: [C:1]([O:5][C:6]([N:8]1[CH2:13][CH:12]=[C:11]([C:14]2[N:15]=[C:16]([NH2:28])[C:17]3[N:18]([N:20]=[C:21]([C:23]4[O:24][CH:25]=[CH:26][CH:27]=4)[N:22]=3)[CH:19]=2)[CH2:10][CH2:9]1)=[O:7])([CH3:4])([CH3:3])[CH3:2]. Product: [C:1]([O:5][C:6]([N:8]1[CH2:9][CH2:10][CH:11]([C:14]2[N:15]=[C:16]([NH2:28])[C:17]3[N:18]([N:20]=[C:21]([C:23]4[O:24][CH:25]=[CH:26][CH:27]=4)[N:22]=3)[CH:19]=2)[CH2:12][CH2:13]1)=[O:7])([CH3:4])([CH3:2])[CH3:3]. The catalyst class is: 19. (3) Reactant: [OH:1][C:2]1[C:9]([O:10][CH3:11])=[CH:8][C:5]([CH:6]=[O:7])=[CH:4][C:3]=1[O:12][CH3:13].C([O-])([O-])=O.[Cs+].[Cs+].Br[CH2:21][CH2:22][CH:23]([CH3:25])[CH3:24].O. Product: [CH2:21]([O:1][C:2]1[C:3]([O:12][CH3:13])=[CH:4][C:5]([CH:6]=[O:7])=[CH:8][C:9]=1[O:10][CH3:11])[CH2:22][CH:23]([CH3:25])[CH3:24]. The catalyst class is: 3. (4) Reactant: [CH2:1]([N:8]1[C@H:12]([CH2:13][OH:14])[CH2:11][S:10][C:9]1=[O:15])[C:2]1[CH:7]=[CH:6][CH:5]=[CH:4][CH:3]=1.N1C=CC=CC=1.FC(F)(F)C(O)=O.C1(N=C=NC2CCCCC2)CCCCC1. Product: [O:15]=[C:9]1[N:8]([CH2:1][C:2]2[CH:7]=[CH:6][CH:5]=[CH:4][CH:3]=2)[C@H:12]([CH:13]=[O:14])[CH2:11][S:10]1. The catalyst class is: 148. (5) Reactant: [Cl:1][C:2]1[CH:7]=[C:6]([Cl:8])[CH:5]=[CH:4][C:3]=1[OH:9].[Br:10]Br.C(N)(C)(C)C. Product: [Br:10][C:4]1[CH:5]=[C:6]([Cl:8])[CH:7]=[C:2]([Cl:1])[C:3]=1[OH:9]. The catalyst class is: 11. (6) Reactant: [NH2:1][C:2]1[N:7]=[C:6]([C:8]2[O:9][CH:10]=[CH:11][CH:12]=2)[C:5]([C:13]#[N:14])=[C:4](SC)[N:3]=1.[CH3:17][NH2:18]. Product: [NH2:1][C:2]1[N:7]=[C:6]([C:8]2[O:9][CH:10]=[CH:11][CH:12]=2)[C:5]([C:13]#[N:14])=[C:4]([NH:18][CH3:17])[N:3]=1. The catalyst class is: 8.